Dataset: Full USPTO retrosynthesis dataset with 1.9M reactions from patents (1976-2016). Task: Predict the reactants needed to synthesize the given product. (1) Given the product [Br:1][C:3]1[S:7][C:6]([CH:8]2[CH2:9][CH2:10][N:11]([C:14](=[O:26])[CH2:15][N:16]3[C:20]4[CH:21]=[CH:22][CH:23]=[CH:24][C:19]=4[NH:18][C:17]3=[O:25])[CH2:12][CH2:13]2)=[N:5][C:4]=1[C:27]1[CH:28]=[C:29]([C:39]([CH3:41])([CH3:40])[CH3:42])[N:56]=[C:55]([C:49]([CH3:50])([CH3:51])[CH3:63])[N:54]=1, predict the reactants needed to synthesize it. The reactants are: [Br-:1].Cl[C:3]1[S:7][C:6]([CH:8]2[CH2:13][CH2:12][N:11]([C:14](=[O:26])[CH2:15][N:16]3[C:20]4[CH:21]=[CH:22][CH:23]=[CH:24][C:19]=4[NH:18][C:17]3=[O:25])[CH2:10][CH2:9]2)=[N:5][C:4]=1[C:27]1C=C(C(C)(C)C)C(OC)=[C:29]([C:39]([CH3:42])([CH3:41])[CH3:40])[CH:28]=1.C(N([CH:49]([CH3:51])[CH3:50])CC)(C)C.CC[N:54]=[C:55]=[N:56]CCCN(C)C.[C:63](O)(C(F)(F)F)=O. (2) Given the product [CH:17]1([C:19]2[CH:23]=[C:22]([CH:24]=[O:25])[S:21][C:20]=2[CH3:29])[C:12]2[C:11](=[CH:16][CH:15]=[CH:14][CH:13]=2)[CH2:10][CH2:9][O:18]1, predict the reactants needed to synthesize it. The reactants are: [Si](O[CH2:9][CH2:10][C:11]1[CH:16]=[CH:15][CH:14]=[CH:13][C:12]=1[CH:17]([C:19]1[CH:23]=[C:22]([CH:24]2OCC[O:25]2)[S:21][C:20]=1[CH3:29])[OH:18])(C(C)(C)C)(C)C.C(O)(C(F)(F)F)=O. (3) Given the product [N:12]1([CH2:17][CH2:18][NH:19][C:20]([C:22]2[C:26]([C:27]3[CH:28]=[CH:29][CH:30]=[CH:31][CH:32]=3)=[C:25]([CH:33]=[C:5]3[C:4]4[C:8](=[CH:9][CH:10]=[C:2]([Br:1])[CH:3]=4)[NH:7][C:6]3=[O:11])[NH:24][C:23]=2[CH3:35])=[O:21])[CH2:13][CH2:14][CH2:15][CH2:16]1, predict the reactants needed to synthesize it. The reactants are: [Br:1][C:2]1[CH:3]=[C:4]2[C:8](=[CH:9][CH:10]=1)[NH:7][C:6](=[O:11])[CH2:5]2.[N:12]1([CH2:17][CH2:18][NH:19][C:20]([C:22]2[C:26]([C:27]3[CH:32]=[CH:31][CH:30]=[CH:29][CH:28]=3)=[C:25]([CH:33]=O)[NH:24][C:23]=2[CH3:35])=[O:21])[CH2:16][CH2:15][CH2:14][CH2:13]1. (4) Given the product [Cl:24][C:25]1[CH:30]=[CH:29][C:28]([O:31][C:15]2[CH:14]=[C:13]([CH:18]=[C:17]([CH2:19][CH3:20])[CH:16]=2)[O:12][C:9]2[CH:10]=[CH:11][C:6]([CH2:5][CH2:4][C:3]([OH:2])=[O:23])=[C:7]([CH3:22])[CH:8]=2)=[C:27]([O:32][C:33]2[CH:38]=[CH:37][CH:36]=[CH:35][CH:34]=2)[CH:26]=1, predict the reactants needed to synthesize it. The reactants are: C[O:2][C:3](=[O:23])[CH2:4][CH2:5][C:6]1[CH:11]=[CH:10][C:9]([O:12][C:13]2[CH:18]=[C:17]([CH2:19][CH3:20])[CH:16]=[C:15](Br)[CH:14]=2)=[CH:8][C:7]=1[CH3:22].[Cl:24][C:25]1[CH:30]=[CH:29][C:28]([OH:31])=[C:27]([O:32][C:33]2[CH:38]=[CH:37][CH:36]=[CH:35][CH:34]=2)[CH:26]=1.